From a dataset of Reaction yield outcomes from USPTO patents with 853,638 reactions. Predict the reaction yield, written as a fraction of the theoretical maximum amount of product (1.0 means a 100% yield; for example, 0.34 means a 34% yield). (1) The reactants are CC1(C)COB(C2C=CC(OC3CN(C(=O)C)C3)=CC=2)OC1.Br[C:24]1[CH:25]=[C:26]2[C:30](=[CH:31][C:32]=1[Cl:33])[NH:29][CH:28]=[C:27]2[CH:34]=[O:35].C(=O)([O-])[O-].[K+].[K+].C(O)C. The catalyst is C1(C)C=CC=CC=1.C1C=CC(P(C2C=CC=CC=2)[C-]2C=CC=C2)=CC=1.C1C=CC(P(C2C=CC=CC=2)[C-]2C=CC=C2)=CC=1.Cl[Pd]Cl.[Fe+2].C(OCC)(=O)C. The product is [Cl:33][C:32]1[CH:31]=[C:30]2[C:26]([C:27]([CH:34]=[O:35])=[CH:28][NH:29]2)=[CH:25][CH:24]=1. The yield is 0.440. (2) The reactants are [Cl:1][C:2]1[C:11]([CH:12]=[O:13])=[CH:10][C:9]2[C:4](=[CH:5][CH:6]=[C:7]([OH:14])[CH:8]=2)[N:3]=1.Br[CH2:16][C:17]([O:19][C:20]([CH3:23])([CH3:22])[CH3:21])=[O:18].C(=O)([O-])[O-].[K+].[K+]. The catalyst is CN(C)C=O.O. The product is [Cl:1][C:2]1[C:11]([CH:12]=[O:13])=[CH:10][C:9]2[C:4](=[CH:5][CH:6]=[C:7]([O:14][CH2:16][C:17]([O:19][C:20]([CH3:23])([CH3:22])[CH3:21])=[O:18])[CH:8]=2)[N:3]=1. The yield is 0.990. (3) The reactants are C(N(CC)C(C)C)(C)C.[CH:10]1([N:14]2[C:26]3[CH2:25][CH2:24][CH:23]([CH:27]4[CH2:32][CH2:31][O:30][CH2:29][CH2:28]4)[CH2:22][C:21]=3[C:20]3[C:15]2=[CH:16][CH:17]=[C:18]([C:33]([OH:35])=O)[CH:19]=3)[CH2:13][CH2:12][CH2:11]1.[CH2:36]([NH:38][CH2:39][C:40]([NH:42][CH:43]([CH3:45])[CH3:44])=[O:41])[CH3:37].CN(C(ON1N=NC2C=CC=NC1=2)=[N+](C)C)C.F[P-](F)(F)(F)(F)F. The catalyst is CN(C=O)C.O. The product is [CH:10]1([N:14]2[C:26]3[CH2:25][CH2:24][CH:23]([CH:27]4[CH2:28][CH2:29][O:30][CH2:31][CH2:32]4)[CH2:22][C:21]=3[C:20]3[C:15]2=[CH:16][CH:17]=[C:18]([C:33]([N:38]([CH2:36][CH3:37])[CH2:39][C:40]([NH:42][CH:43]([CH3:45])[CH3:44])=[O:41])=[O:35])[CH:19]=3)[CH2:13][CH2:12][CH2:11]1. The yield is 0.750. (4) The reactants are [Br:1][C:2]1[CH:3]=[C:4](F)[C:5]2[C:6]3[NH:14][C:13](=[O:15])[NH:12][C:11](=[O:16])[C:7]=3[NH:8][C:9]=2[CH:10]=1.[O:18]([CH3:20])[K]. The catalyst is O1CCOCC1. The product is [Br:1][C:2]1[CH:3]=[C:4]([O:18][CH3:20])[C:5]2[C:6]3[NH:14][C:13](=[O:15])[NH:12][C:11](=[O:16])[C:7]=3[NH:8][C:9]=2[CH:10]=1. The yield is 0.370. (5) The reactants are [CH3:1][O:2][C:3]1[C:11]([CH3:12])=[C:10]2[C:6]([C:7](=[O:13])[O:8][CH2:9]2)=[C:5]([O:14][CH2:15][CH2:16][Si:17]([CH3:20])([CH3:19])[CH3:18])[C:4]=1[CH2:21]C=O.C1(P(C2C=CC=CC=2)(C2C=CC=CC=2)=[C:31]([CH3:34])[CH:32]=[O:33])C=CC=CC=1.[C:47]1(C)C=CC=CC=1. No catalyst specified. The product is [CH3:1][O:2][C:3]1[C:11]([CH3:12])=[C:10]2[C:6]([C:7](=[O:13])[O:8][CH2:9]2)=[C:5]([O:14][CH2:15][CH2:16][Si:17]([CH3:18])([CH3:20])[CH3:19])[C:4]=1[CH2:21][CH:47]=[C:31]([CH3:34])[CH:32]=[O:33]. The yield is 0.830.